From a dataset of Catalyst prediction with 721,799 reactions and 888 catalyst types from USPTO. Predict which catalyst facilitates the given reaction. Reactant: Br[C:2]1[C:3]([C:22]([F:25])([F:24])[F:23])=[N:4][CH:5]=[C:6]([CH:21]=1)[C:7]([NH:9][C:10]1[CH:15]=[CH:14][C:13]([O:16][C:17]([F:20])([F:19])[F:18])=[CH:12][CH:11]=1)=[O:8].[N:26]1[CH:31]=[C:30](B(O)O)[CH:29]=[N:28][CH:27]=1.C([O-])([O-])=O.[Cs+].[Cs+]. Product: [N:26]1[CH:31]=[C:30]([C:2]2[C:3]([C:22]([F:25])([F:24])[F:23])=[N:4][CH:5]=[C:6]([CH:21]=2)[C:7]([NH:9][C:10]2[CH:15]=[CH:14][C:13]([O:16][C:17]([F:20])([F:19])[F:18])=[CH:12][CH:11]=2)=[O:8])[CH:29]=[N:28][CH:27]=1. The catalyst class is: 127.